Dataset: Full USPTO retrosynthesis dataset with 1.9M reactions from patents (1976-2016). Task: Predict the reactants needed to synthesize the given product. Given the product [F:1][C:2]1[CH:8]=[C:7]([I:9])[CH:6]=[CH:5][C:3]=1[NH:4][C:10](=[O:12])[CH3:11], predict the reactants needed to synthesize it. The reactants are: [F:1][C:2]1[CH:8]=[C:7]([I:9])[CH:6]=[CH:5][C:3]=1[NH2:4].[C:10](OC(=O)C)(=[O:12])[CH3:11].